From a dataset of Full USPTO retrosynthesis dataset with 1.9M reactions from patents (1976-2016). Predict the reactants needed to synthesize the given product. (1) Given the product [F:23][C:20]1[CH:21]=[CH:22][C:17]([CH:2]2[S:30][C:26]3=[N:27][N:28]=[CH:29][N:25]3[N:24]=[C:3]2[C:5]2[CH:6]=[C:7]([CH3:16])[C:8]3[O:13][CH2:12][C:11](=[O:14])[NH:10][C:9]=3[CH:15]=2)=[CH:18][CH:19]=1, predict the reactants needed to synthesize it. The reactants are: Br[CH:2]([C:17]1[CH:22]=[CH:21][C:20]([F:23])=[CH:19][CH:18]=1)[C:3]([C:5]1[CH:6]=[C:7]([CH3:16])[C:8]2[O:13][CH2:12][C:11](=[O:14])[NH:10][C:9]=2[CH:15]=1)=O.[NH2:24][N:25]1[CH:29]=[N:28][N:27]=[C:26]1[SH:30].C(O)C. (2) Given the product [CH3:1][O:2][C:3]1[CH:4]=[C:5]([C:9]2[C:17]3[O:16][CH:15]([CH2:18][NH:37][CH3:36])[CH2:14][C:13]=3[CH:12]=[C:11]([C:30]3[CH:35]=[CH:34][CH:33]=[CH:32][CH:31]=3)[CH:10]=2)[CH:6]=[CH:7][CH:8]=1, predict the reactants needed to synthesize it. The reactants are: [CH3:1][O:2][C:3]1[CH:4]=[C:5]([C:9]2[C:17]3[O:16][CH:15]([CH2:18]OS(C4C=CC(C)=CC=4)(=O)=O)[CH2:14][C:13]=3[CH:12]=[C:11]([C:30]3[CH:35]=[CH:34][CH:33]=[CH:32][CH:31]=3)[CH:10]=2)[CH:6]=[CH:7][CH:8]=1.[CH3:36][NH2:37]. (3) Given the product [N:33]1[C:34]2[C:39](=[CH:38][CH:37]=[CH:36][CH:35]=2)[C:30]([NH:29][C:16]([CH:13]2[CH2:12][CH2:11][N:10]([C:8]3[CH:7]=[CH:6][C:5]4[S:1][CH:2]=[N:3][C:4]=4[CH:9]=3)[CH2:15][CH2:14]2)=[O:18])=[N:31][CH:32]=1, predict the reactants needed to synthesize it. The reactants are: [S:1]1[C:5]2[CH:6]=[CH:7][C:8]([N:10]3[CH2:15][CH2:14][CH:13]([C:16]([OH:18])=O)[CH2:12][CH2:11]3)=[CH:9][C:4]=2[N:3]=[CH:2]1.BrC1C=CC2SC=NC=2C=1.[NH2:29][C:30]1[C:39]2[C:34](=[CH:35][CH:36]=[CH:37][CH:38]=2)[N:33]=[CH:32][N:31]=1. (4) Given the product [Cl:22][C:13]1[C:9]2[O:8][C:7]3[C:2]([B:23]([OH:27])[OH:24])=[CH:3][CH:4]=[CH:5][C:6]=3[C:10]=2[NH:11][N:12]=1, predict the reactants needed to synthesize it. The reactants are: Br[C:2]1[C:7]2[O:8][C:9]3[C:13]([Cl:22])(C4C(C=O)=CC=CC=4)[NH:12][NH:11][C:10]=3[C:6]=2[CH:5]=[CH:4][CH:3]=1.[B:23]1(B2OC(C)(C)C(C)(C)O2)[O:27]C(C)(C)C(C)(C)[O:24]1.C([O-])(=O)C.[K+]. (5) Given the product [ClH:38].[NH2:24][C:20]1([C:17]2[CH:16]=[CH:15][C:14]([C:11]3[C:12](=[O:13])[C:7]4[C:8]([O:9][C:10]=3[C:32]3[CH:33]=[CH:34][CH:35]=[CH:36][CH:37]=3)=[C:3]([C:1]#[N:2])[N:4]=[CH:5][CH:6]=4)=[CH:19][CH:18]=2)[CH2:23][CH2:22][CH2:21]1, predict the reactants needed to synthesize it. The reactants are: [C:1]([C:3]1[N:4]=[CH:5][CH:6]=[C:7]2[C:12](=[O:13])[C:11]([C:14]3[CH:19]=[CH:18][C:17]([C:20]4([NH:24]C(=O)OC(C)(C)C)[CH2:23][CH2:22][CH2:21]4)=[CH:16][CH:15]=3)=[C:10]([C:32]3[CH:37]=[CH:36][CH:35]=[CH:34][CH:33]=3)[O:9][C:8]=12)#[N:2].[ClH:38]. (6) Given the product [CH3:1][CH:2]([CH3:40])[CH:3]([N:9]1[CH2:10][CH:11]([CH2:13][C:14]2[N:15]([CH3:39])[C:16]3[C:21]([N:22]=2)=[C:20]([N:23]2[CH2:28][CH2:27][O:26][CH2:25][CH2:24]2)[N:19]=[C:18]([N:29]2[C:33]4[CH:34]=[CH:35][CH:36]=[CH:37][C:32]=4[N:31]=[C:30]2[CH3:38])[N:17]=3)[CH2:12]1)[C:4]([OH:6])=[O:5], predict the reactants needed to synthesize it. The reactants are: [CH3:1][CH:2]([CH3:40])[CH:3]([N:9]1[CH2:12][CH:11]([CH2:13][C:14]2[N:15]([CH3:39])[C:16]3[C:21]([N:22]=2)=[C:20]([N:23]2[CH2:28][CH2:27][O:26][CH2:25][CH2:24]2)[N:19]=[C:18]([N:29]2[C:33]4[CH:34]=[CH:35][CH:36]=[CH:37][C:32]=4[N:31]=[C:30]2[CH3:38])[N:17]=3)[CH2:10]1)[C:4]([O:6]CC)=[O:5].C(O)C.[OH-].[Li+].Cl.